From a dataset of TCR-epitope binding with 47,182 pairs between 192 epitopes and 23,139 TCRs. Binary Classification. Given a T-cell receptor sequence (or CDR3 region) and an epitope sequence, predict whether binding occurs between them. (1) The TCR CDR3 sequence is CASSPLGPYEQYF. The epitope is RLDKVEAEV. Result: 0 (the TCR does not bind to the epitope). (2) The epitope is NLDSKVGGNY. The TCR CDR3 sequence is CSASLDYSTDTQYF. Result: 1 (the TCR binds to the epitope). (3) The epitope is LLQTGIHVRVSQPSL. The TCR CDR3 sequence is CASSVAGRTGGHGYTF. Result: 1 (the TCR binds to the epitope). (4) The epitope is LEPLVDLPI. The TCR CDR3 sequence is CASSREFSDPNYGYTF. Result: 1 (the TCR binds to the epitope). (5) The epitope is YIFFASFYY. The TCR CDR3 sequence is CASSQDVTEETQYF. Result: 0 (the TCR does not bind to the epitope). (6) The epitope is MPASWVMRI. The TCR CDR3 sequence is CASSQGRASTDTQYF. Result: 1 (the TCR binds to the epitope). (7) The epitope is RQLLFVVEV. The TCR CDR3 sequence is CAYGGPYEQYF. Result: 1 (the TCR binds to the epitope). (8) The TCR CDR3 sequence is CASSTLTGEDSGPQHF. Result: 0 (the TCR does not bind to the epitope). The epitope is GTHWFVTQR.